From a dataset of Peptide-MHC class II binding affinity with 134,281 pairs from IEDB. Regression. Given a peptide amino acid sequence and an MHC pseudo amino acid sequence, predict their binding affinity value. This is MHC class II binding data. The peptide sequence is GELQPVDKIDAAFKI. The MHC is DRB1_1501 with pseudo-sequence DRB1_1501. The binding affinity (normalized) is 0.208.